Task: Predict which catalyst facilitates the given reaction.. Dataset: Catalyst prediction with 721,799 reactions and 888 catalyst types from USPTO Reactant: [F:1][C:2]1[CH:3]=[C:4]([C:21]2[CH2:25][CH:24]([CH2:26][O:27][C:28]3[CH:32]=[CH:31][O:30][N:29]=3)[O:23][N:22]=2)[CH:5]=[CH:6][C:7]=1[N:8]1[CH2:13][CH2:12][N:11]([C:14](=[O:20])[CH2:15][O:16]C(=O)C)[CH2:10][CH2:9]1.N. Product: [F:1][C:2]1[CH:3]=[C:4]([C:21]2[CH2:25][CH:24]([CH2:26][O:27][C:28]3[CH:32]=[CH:31][O:30][N:29]=3)[O:23][N:22]=2)[CH:5]=[CH:6][C:7]=1[N:8]1[CH2:13][CH2:12][N:11]([C:14](=[O:20])[CH2:15][OH:16])[CH2:10][CH2:9]1. The catalyst class is: 111.